This data is from Full USPTO retrosynthesis dataset with 1.9M reactions from patents (1976-2016). The task is: Predict the reactants needed to synthesize the given product. (1) Given the product [CH2:43]([C:2]1[CH:3]=[C:4]([C:8]([C:10]2[C:11]([NH:16][C@H:17]3[CH2:21][C@H:20]([O:22][Si:23]([CH:27]([CH3:29])[CH3:28])([CH:24]([CH3:26])[CH3:25])[CH:30]([CH3:31])[CH3:32])[C@@H:19]([CH2:33][OH:34])[CH2:18]3)=[N:12][CH:13]=[N:14][CH:15]=2)=[O:9])[S:5][C:6]=1[CH2:43][C:44]1[CH:49]=[CH:48][CH:47]=[CH:46][CH:45]=1)[C:44]1[CH:49]=[CH:48][CH:47]=[CH:46][CH:45]=1, predict the reactants needed to synthesize it. The reactants are: Br[C:2]1[CH:3]=[C:4]([C:8]([C:10]2[C:11]([NH:16][C@H:17]3[CH2:21][C@H:20]([O:22][Si:23]([CH:30]([CH3:32])[CH3:31])([CH:27]([CH3:29])[CH3:28])[CH:24]([CH3:26])[CH3:25])[C@@H:19]([CH2:33][OH:34])[CH2:18]3)=[N:12][CH:13]=[N:14][CH:15]=2)=[O:9])[S:5][C:6]=1Cl.O.C([O-])([O-])=O.[Cs+].[Cs+].[K+].[CH2:43]([B-](F)(F)F)[C:44]1[CH:49]=[CH:48][CH:47]=[CH:46][CH:45]=1. (2) Given the product [CH2:1]([C@@:4]1([O:28][CH2:29][C:30]2[CH:35]=[CH:34][CH:33]=[CH:32][CH:31]=2)[C@@H:8]([CH2:9][O:10][CH2:11][C:12]2[CH:13]=[CH:14][CH:15]=[CH:16][CH:17]=2)[O:7][C@@H:6]([N:18]2[CH:26]=[C:24]([CH3:25])[C:22](=[O:23])[NH:21][C:19]2=[O:20])[C@@H:5]1[O:27][S:37]([CH3:36])(=[O:39])=[O:38])[CH:2]=[CH2:3], predict the reactants needed to synthesize it. The reactants are: [CH2:1]([C@@:4]1([O:28][CH2:29][C:30]2[CH:35]=[CH:34][CH:33]=[CH:32][CH:31]=2)[C@@H:8]([CH2:9][O:10][CH2:11][C:12]2[CH:17]=[CH:16][CH:15]=[CH:14][CH:13]=2)[O:7][C@@H:6]([N:18]2[CH:26]=[C:24]([CH3:25])[C:22](=[O:23])[NH:21][C:19]2=[O:20])[C@@H:5]1[OH:27])[CH:2]=[CH2:3].[CH3:36][S:37](Cl)(=[O:39])=[O:38].O.